From a dataset of Forward reaction prediction with 1.9M reactions from USPTO patents (1976-2016). Predict the product of the given reaction. (1) Given the reactants [NH2:1][C:2]1[N:7]=[C:6]([OH:8])[C:5]([C:9]([OH:11])=O)=[CH:4][N:3]=1.[Cl:12][C:13]1[CH:18]=[C:17]([Cl:19])[CH:16]=[CH:15][C:14]=1[CH2:20][NH2:21].F[P-](F)(F)(F)(F)F.N1(OC(N(C)C)=[N+](C)C)C2N=CC=CC=2N=N1.[Cl-].[NH4+], predict the reaction product. The product is: [NH2:1][C:2]1[N:7]=[C:6]([OH:8])[C:5]([C:9]([NH:21][CH2:20][C:14]2[CH:15]=[CH:16][C:17]([Cl:19])=[CH:18][C:13]=2[Cl:12])=[O:11])=[CH:4][N:3]=1. (2) Given the reactants [CH3:1][C:2]1[CH:9]=[CH:8][CH:7]=[CH:6][C:3]=1[CH:4]=O.ClC1C=[C:13](C=CC=1)[CH:14]=[O:15].[CH3:19][Si:20]([CH3:27])([CH3:26])N[Si:20]([CH3:27])([CH3:26])[CH3:19].C([Li])CCC.C[Si](Cl)(C)C.C([N:40](CC)CC)C.C(Cl)(=O)C, predict the reaction product. The product is: [CH3:1][C:2]1[CH:9]=[CH:8][CH:7]=[CH:6][C:3]=1[CH:4]=[N:40][C:14]([O:13][Si:20]([CH3:27])([CH3:26])[CH3:19])=[CH2:15]. (3) Given the reactants [NH2:1][C:2]1[CH:10]=[CH:9][CH:8]=[CH:7][C:3]=1[C:4]([OH:6])=[O:5].O=S(Cl)Cl.[CH3:15]O, predict the reaction product. The product is: [NH2:1][C:2]1[CH:10]=[CH:9][CH:8]=[CH:7][C:3]=1[C:4]([O:6][CH3:15])=[O:5]. (4) The product is: [CH3:20][O:19][C:16]1[CH:15]=[CH:14][C:13]([CH2:12][N:8]2[C:9](=[O:11])[CH:10]=[C:5]3[CH2:4][CH2:3][CH2:2][O:21][C:6]3=[N:7]2)=[CH:18][CH:17]=1. Given the reactants O[CH2:2][CH2:3][CH2:4][C:5]1[C:6](=[O:21])[NH:7][N:8]([CH2:12][C:13]2[CH:18]=[CH:17][C:16]([O:19][CH3:20])=[CH:15][CH:14]=2)[C:9](=[O:11])[CH:10]=1.C1(P(C2C=CC=CC=2)C2C=CC=CC=2)C=CC=CC=1.N(C(OC(C)C)=O)=NC(OC(C)C)=O.C1(P(=O)(C2C=CC=CC=2)C2C=CC=CC=2)C=CC=CC=1, predict the reaction product. (5) Given the reactants [CH3:1][C:2]1([CH3:22])[O:6][C@@H:5]([CH2:7][O:8][C:9]2[CH:10]=[CH:11][C:12]([F:21])=[C:13]([C@H:15]([OH:20])[CH2:16][N+:17]([O-])=O)[CH:14]=2)[CH2:4][O:3]1, predict the reaction product. The product is: [NH2:17][CH2:16][C@H:15]([C:13]1[CH:14]=[C:9]([O:8][CH2:7][C@H:5]2[CH2:4][O:3][C:2]([CH3:1])([CH3:22])[O:6]2)[CH:10]=[CH:11][C:12]=1[F:21])[OH:20]. (6) Given the reactants [O:1]=[C:2]([NH:13][C:14]1[CH:19]=[CH:18][C:17]([C:20]2[CH:21]=[C:22]3[CH:28]=[CH:27][NH:26][C:23]3=[N:24][CH:25]=2)=[CH:16][N:15]=1)[CH2:3][CH2:4][NH:5][C:6](=[O:12])[O:7][C:8]([CH3:11])([CH3:10])[CH3:9].[Br:29]N1C(=O)CCC1=O, predict the reaction product. The product is: [Br:29][C:28]1[C:22]2[C:23](=[N:24][CH:25]=[C:20]([C:17]3[CH:18]=[CH:19][C:14]([NH:13][C:2](=[O:1])[CH2:3][CH2:4][NH:5][C:6](=[O:12])[O:7][C:8]([CH3:10])([CH3:11])[CH3:9])=[N:15][CH:16]=3)[CH:21]=2)[NH:26][CH:27]=1. (7) Given the reactants [CH2:1]([O:8][C:9]1[CH:10]=[C:11]([C:17]2[O:18][CH:19]=[C:20]([CH2:22][N:23]3C(=O)C4C(=CC=CC=4)C3=O)[N:21]=2)[CH:12]=[CH:13][C:14]=1[O:15][CH3:16])[C:2]1[CH:7]=[CH:6][CH:5]=[CH:4][CH:3]=1.O.NN.ClCCl, predict the reaction product. The product is: [CH2:1]([O:8][C:9]1[CH:10]=[C:11]([C:17]2[O:18][CH:19]=[C:20]([CH2:22][NH2:23])[N:21]=2)[CH:12]=[CH:13][C:14]=1[O:15][CH3:16])[C:2]1[CH:7]=[CH:6][CH:5]=[CH:4][CH:3]=1. (8) The product is: [C:20]1([O:23][C:24](=[S:25])[O:13][CH:8]([C:3]2[CH:4]=[CH:5][CH:6]=[CH:7][C:2]=2[Br:1])[C:9]([F:11])([F:12])[F:10])[CH:21]=[CH:22][CH:17]=[CH:18][CH:19]=1. Given the reactants [Br:1][C:2]1[CH:7]=[CH:6][CH:5]=[CH:4][C:3]=1[CH:8]([OH:13])[C:9]([F:12])([F:11])[F:10].C(Cl)Cl.[CH:17]1[CH:22]=[CH:21][C:20]([O:23][C:24](Cl)=[S:25])=[CH:19][CH:18]=1, predict the reaction product. (9) Given the reactants [Cl:1][C:2]1[CH:7]=[CH:6][C:5]([OH:8])=[C:4]([O:9][C:10]2[CH:15]=[CH:14][CH:13]=[C:12]([F:16])[CH:11]=2)[CH:3]=1.[CH2:17]([O:19][C:20](=[O:41])[CH2:21][CH2:22][C:23]1[CH:28]=[CH:27][C:26]([O:29][CH2:30][CH2:31][CH:32](OS(C)(=O)=O)[CH3:33])=[CH:25][C:24]=1[CH2:39][CH3:40])[CH3:18], predict the reaction product. The product is: [CH2:17]([O:19][C:20](=[O:41])[CH2:21][CH2:22][C:23]1[CH:28]=[CH:27][C:26]([O:29][CH2:30][CH2:31][C@@H:32]([O:8][C:5]2[CH:6]=[CH:7][C:2]([Cl:1])=[CH:3][C:4]=2[O:9][C:10]2[CH:15]=[CH:14][CH:13]=[C:12]([F:16])[CH:11]=2)[CH3:33])=[CH:25][C:24]=1[CH2:39][CH3:40])[CH3:18].